This data is from Drug-target binding data from BindingDB using Ki measurements. The task is: Regression. Given a target protein amino acid sequence and a drug SMILES string, predict the binding affinity score between them. We predict pKi (pKi = -log10(Ki in M); higher means stronger inhibition). Dataset: bindingdb_ki. (1) The small molecule is CCCCCCCCc1noc([C@@H]2CCCN2C(=N)N)n1. The target protein (Q9NRA0) has sequence MNGHLEAEEQQDQRPDQELTGSWGHGPRSTLVRAKAMAPPPPPLAASTPLLHGEFGSYPARGPRFALTLTSQALHIQRLRPKPEARPRGGLVPLAEVSGCCTLRSRSPSDSAAYFCIYTYPRGRRGARRRATRTFRADGAATYEENRAEAQRWATALTCLLRGLPLPGDGEITPDLLPRPPRLLLLVNPFGGRGLAWQWCKNHVLPMISEAGLSFNLIQTERQNHARELVQGLSLSEWDGIVTVSGDGLLHEVLNGLLDRPDWEEAVKMPVGILPCGSGNALAGAVNQHGGFEPALGLDLLLNCSLLLCRGGGHPLDLLSVTLASGSRCFSFLSVAWGFVSDVDIQSERFRALGSARFTLGTVLGLATLHTYRGRLSYLPATVEPASPTPAHSLPRAKSELTLTPDPAPPMAHSPLHRSVSDLPLPLPQPALASPGSPEPLPILSLNGGGPELAGDWGGAGDAPLSPDPLLSSPPGSPKAALHSPVSEGAPVIPPSSGLP.... The pKi is 5.0. (2) The small molecule is CNC(=O)[C@@]12C[C@@H]1[C@@H](n1cnc3c(NCCc4ccccc4)nc(C#Cc4ccccc4)nc31)[C@H](O)[C@@H]2O. The target protein (Q61618) has sequence MEADNTTETDWLNITYITMEAAIGLCAVVGNMLVIWVVKLNPTLRTTTVYFIVSLALADIAVGVLVIPLAIAVSLQVKMHFYACLFMSCVLLIFTHASIMSLLAIAVHRYLRVKLTVRYRTVTTQRRIWLFLGLCWLVSFLVGLTPMFGWNRKATLASSQNSSTLLCHFRSVVSLDYMVFFSFITWILVPLVVMCIIYLDIFYIIRNKLSQNLTGFRETRAFYGREFKTAKSLFLVLFLFALCWLPLSIINFVSYFDVKIPDVAMCLGILLSHANSMMNPIVYACKIKKFKETYFLILRAVRLCQTSDSLDSNMEQTTE. The pKi is 8.1. (3) The target protein (P14842) has sequence MEILCEDNISLSSIPNSLMQLGDGPRLYHNDFNSRDANTSEASNWTIDAENRTNLSCEGYLPPTCLSILHLQEKNWSALLTTVVIILTIAGNILVIMAVSLEKKLQNATNYFLMSLAIADMLLGFLVMPVSMLTILYGYRWPLPSKLCAIWIYLDVLFSTASIMHLCAISLDRYVAIQNPIHHSRFNSRTKAFLKIIAVWTISVGISMPIPVFGLQDDSKVFKEGSCLLADDNFVLIGSFVAFFIPLTIMVITYFLTIKSLQKEATLCVSDLSTRAKLASFSFLPQSSLSSEKLFQRSIHREPGSYAGRRTMQSISNEQKACKVLGIVFFLFVVMWCPFFITNIMAVICKESCNENVIGALLNVFVWIGYLSSAVNPLVYTLFNKTYRSAFSRYIQCQYKENRKPLQLILVNTIPALAYKSSQLQVGQKKNSQEDAEQTVDDCSMVTLGKQQSEENCTDNIETVNEKVSCV. The pKi is 7.0. The small molecule is Cn1c(=O)c2c(ncn2CCCCN2CCN(c3cccc(Cl)c3)CC2)n(C)c1=O. (4) The small molecule is CN(C)c1cccc2c(S(=O)(=O)Oc3ccc4c(c3)CN(C(=O)c3ccc([N+](=O)[O-])cc3)[C@H](C(=O)O)C4)cccc12. The target protein (P00469) has sequence MLEQPYLDLAKKVLDEGHFKPDRTHTGTYSIFGHQMRFDLSKGFPLLTTKKVPFGLIKSELLWFLHGDTNIRFLLQHRNHIWDEWAFEKWVKSDEYHGPDMTDFGHRSQKDPEFAAVYHEEMAKFDDRVLHDDAFAAKYGDLGLVYGSQWRAWHTSKGDTIDQLGDVIEQIKTHPYSRRLIVSAWNPEDVPTMALPPCHTLYQFYVNDGKLSLQLYQRSADIFLGVPFNIASYALLTHLVAHECGLEVGEFIHTFGDAHLYVNHLDQIKEQLSRTPRPAPTLQLNPDKHDIFDFDMKDIKLLNYDPYPAIKAPVAV. The pKi is 4.8. (5) The compound is Cc1nccn1CC1CCc2c(c3ccccc3n2C)C1=O. The target protein (Q9R0Q2) has sequence MAANTTSTAATSSPGGMSLSLLPIVLLSVALVVGLPGNSFVVWSILKRMQKRSVTALLVLNLALADLAVLLTAPFFLHFLARGTWSFEVTGCRLCHYVCGVSMYASVLLITIMSLDRSLAVARPFVSQKVRTKAFARWVLAGIWVVSFLLAIPVLVYRTVTPKNKTLICDSRYPSDGHKVFHLLFEAITGFLLPFLAVVASYSDIGRRLQARRFRRSRRTGRLVVLIILAFAAFWLPYHLVNLVEAGRTLAGWDKNSPAGQRLKLARYVLIALAFLSSSVNPVLYACAGGGLLRSAGVGFVVKLLEGTGSEVSSTRRGGTLVQTPKATPTCPEPGPTDSFMTSSTPPESSK. The pKi is 5.0.